This data is from Reaction yield outcomes from USPTO patents with 853,638 reactions. The task is: Predict the reaction yield, written as a fraction of the theoretical maximum amount of product (1.0 means a 100% yield; for example, 0.34 means a 34% yield). (1) The reactants are [CH3:1][C:2]([CH3:34])([CH2:5][C@@:6]1([C:28]2[CH:33]=[CH:32][CH:31]=[CH:30][CH:29]=2)[O:11][C:10](=[O:12])[N:9]([C@H:13]([C:15]2[CH:20]=[CH:19][C:18]([C:21]3[CH:26]=[CH:25][C:24](=[O:27])[NH:23][CH:22]=3)=[CH:17][CH:16]=2)[CH3:14])[CH2:8][CH2:7]1)[C:3]#[N:4].C([O-])([O-])=O.[Cs+].[Cs+].[CH:41](I)([CH3:43])[CH3:42]. The catalyst is CN(C=O)C. The product is [CH:41]([N:23]1[C:24](=[O:27])[CH:25]=[CH:26][C:21]([C:18]2[CH:19]=[CH:20][C:15]([C@@H:13]([N:9]3[CH2:8][CH2:7][C@:6]([CH2:5][C:2]([CH3:1])([CH3:34])[C:3]#[N:4])([C:28]4[CH:33]=[CH:32][CH:31]=[CH:30][CH:29]=4)[O:11][C:10]3=[O:12])[CH3:14])=[CH:16][CH:17]=2)=[CH:22]1)([CH3:43])[CH3:42]. The yield is 0.300. (2) The reactants are [Cl-].[Cl-].[Cl-].[Al+3].[Cl:5][C:6]1[CH:15]=[N:14][C:13]2[C:8](=[CH:9][CH:10]=[C:11]([O:16]C)[CH:12]=2)[N:7]=1.C1(C)C=CC=CC=1.CCCCCC.C(OCC)(=O)C. The catalyst is O. The product is [Cl:5][C:6]1[CH:15]=[N:14][C:13]2[C:8](=[CH:9][CH:10]=[C:11]([OH:16])[CH:12]=2)[N:7]=1. The yield is 0.790. (3) The yield is 0.460. The reactants are [CH3:1][O:2][C:3]1[CH:8]=[C:7]([O:9][CH3:10])[N:6]=[C:5]([CH2:11][C:12](=O)[CH3:13])[N:4]=1.[CH3:15][O:16][CH2:17][C:18]1[CH:23]=[CH:22][CH:21]=[CH:20][C:19]=1[NH:24]N.C1(C)C=CC=CC=1.O. The catalyst is [Cl-].[Zn+2].[Cl-].C(OCC)(=O)C. The product is [CH3:1][O:2][C:3]1[CH:8]=[C:7]([O:9][CH3:10])[N:6]=[C:5]([C:11]2[C:20]3[C:19](=[C:18]([CH2:17][O:16][CH3:15])[CH:23]=[CH:22][CH:21]=3)[NH:24][C:12]=2[CH3:13])[N:4]=1. (4) The product is [C:27]1(=[O:37])[N:31]([CH:5]2[N:11]=[C:10]([C:12]3[CH:17]=[CH:16][CH:15]=[CH:14][C:13]=3[F:18])[C:9]3[CH:19]=[CH:20][CH:21]=[C:22]([Cl:23])[C:8]=3[NH:7][C:6]2=[O:24])[C:30](=[O:32])[C:29]2=[CH:33][CH:34]=[CH:35][CH:36]=[C:28]12. The reactants are C(O[CH:5]1[N:11]=[C:10]([C:12]2[CH:17]=[CH:16][CH:15]=[CH:14][C:13]=2[F:18])[C:9]2[CH:19]=[CH:20][CH:21]=[C:22]([Cl:23])[C:8]=2[NH:7][C:6]1=[O:24])(=O)C.[I-].[Na+].[C:27]1(=[O:37])[NH:31][C:30](=[O:32])[C:29]2=[CH:33][CH:34]=[CH:35][CH:36]=[C:28]12.[K]. The catalyst is CN(C)C=O. The yield is 0.189. (5) The reactants are [CH2:1]([O:8][C:9]1[C:10](=[O:17])[CH:11]=[C:12]([CH2:15]Cl)[O:13][CH:14]=1)[C:2]1[CH:7]=[CH:6][CH:5]=[CH:4][CH:3]=1. The catalyst is [NH4+].[Cl-].[Zn]. The yield is 0.420. The product is [CH2:1]([O:8][C:9]1[C:10](=[O:17])[CH:11]=[C:12]([CH3:15])[O:13][CH:14]=1)[C:2]1[CH:3]=[CH:4][CH:5]=[CH:6][CH:7]=1. (6) The reactants are B(Br)(Br)[Br:2].C[O:6][C:7]1[CH:12]=[CH:11][CH:10]=[CH:9][C:8]=1[CH2:13][CH2:14][NH:15][CH2:16][C:17]1[CH:26]=[CH:25][C:20]([C:21]([O:23][CH3:24])=[O:22])=[CH:19][CH:18]=1.CO. The catalyst is ClCCl. The product is [BrH:2].[OH:6][C:7]1[CH:12]=[CH:11][CH:10]=[CH:9][C:8]=1[CH2:13][CH2:14][NH:15][CH2:16][C:17]1[CH:18]=[CH:19][C:20]([C:21]([O:23][CH3:24])=[O:22])=[CH:25][CH:26]=1. The yield is 0.560. (7) The reactants are Br[C:2]1[CH:3]=[C:4]([CH:8]([N:12]2[CH:16]=[C:15]([C:17]3[C:18]4[CH:25]=[CH:24][N:23]([CH2:26][O:27][CH2:28][CH2:29][Si:30]([CH3:33])([CH3:32])[CH3:31])[C:19]=4[N:20]=[CH:21][N:22]=3)[CH:14]=[N:13]2)[CH2:9][C:10]#[N:11])[CH:5]=[N:6][CH:7]=1.O1CCOCC1.CCN(C(C)C)C(C)C.[C:49]1([SH:55])[CH:54]=[CH:53][CH:52]=[CH:51][CH:50]=1. The catalyst is C1C=CC(/C=C/C(/C=C/C2C=CC=CC=2)=O)=CC=1.C1C=CC(/C=C/C(/C=C/C2C=CC=CC=2)=O)=CC=1.[Pd].CC1(C)C2C=CC=C(P(C3C=CC=CC=3)C3C=CC=CC=3)C=2OC2C1=CC=CC=2P(C1C=CC=CC=1)C1C=CC=CC=1. The product is [C:49]1([S:55][C:2]2[CH:3]=[C:4]([CH:8]([N:12]3[CH:16]=[C:15]([C:17]4[C:18]5[CH:25]=[CH:24][N:23]([CH2:26][O:27][CH2:28][CH2:29][Si:30]([CH3:33])([CH3:32])[CH3:31])[C:19]=5[N:20]=[CH:21][N:22]=4)[CH:14]=[N:13]3)[CH2:9][C:10]#[N:11])[CH:5]=[N:6][CH:7]=2)[CH:54]=[CH:53][CH:52]=[CH:51][CH:50]=1. The yield is 0.800.